From a dataset of Full USPTO retrosynthesis dataset with 1.9M reactions from patents (1976-2016). Predict the reactants needed to synthesize the given product. (1) Given the product [CH:1]([C@@H:14]1[CH2:20][C@@H:19]([OH:18])[C@H:17]([NH:30][CH2:29][CH2:28][C:25]2[CH:26]=[CH:27][C:22]([F:21])=[CH:23][CH:24]=2)[CH2:16][O:15]1)([C:8]1[CH:9]=[CH:10][CH:11]=[CH:12][CH:13]=1)[C:2]1[CH:3]=[CH:4][CH:5]=[CH:6][CH:7]=1, predict the reactants needed to synthesize it. The reactants are: [CH:1]([C@@H:14]1[CH2:20][C@@H:19]2[C@@H:17]([O:18]2)[CH2:16][O:15]1)([C:8]1[CH:13]=[CH:12][CH:11]=[CH:10][CH:9]=1)[C:2]1[CH:7]=[CH:6][CH:5]=[CH:4][CH:3]=1.[F:21][C:22]1[CH:27]=[CH:26][C:25]([CH2:28][CH2:29][NH2:30])=[CH:24][CH:23]=1. (2) Given the product [F:28][CH:2]([F:1])[CH2:3][O:4][C:5]1[CH:6]=[C:7]([C:12]2[O:13][CH:14]=[C:15]([CH2:17][CH2:18][C:19]([C:21]3[C:26]([CH3:27])=[CH:25][CH:24]=[CH:23][N:22]=3)=[O:20])[N:16]=2)[CH:8]=[CH:9][C:10]=1[O:11][CH:30]([CH3:32])[CH3:31], predict the reactants needed to synthesize it. The reactants are: [F:1][CH:2]([F:28])[CH2:3][O:4][C:5]1[CH:6]=[C:7]([C:12]2[O:13][CH:14]=[C:15]([CH2:17][CH2:18][C:19]([C:21]3[C:26]([CH3:27])=[CH:25][CH:24]=[CH:23][N:22]=3)=[O:20])[N:16]=2)[CH:8]=[CH:9][C:10]=1[OH:11].Br[CH:30]([CH3:32])[CH3:31]. (3) Given the product [CH2:23]([O:32][C:7]1[CH:8]=[CH:9][C:10]2[C:5](=[CH:4][CH:3]=[CH:2][CH:1]=2)[CH:6]=1)[CH3:22].[CH:22]1[C:31]2[C:26](=[CH:27][CH:28]=[CH:29][CH:30]=2)[CH:25]=[CH:24][C:23]=1[OH:32], predict the reactants needed to synthesize it. The reactants are: [CH:1]1[C:10]2[C:5](=[CH:6][CH:7]=[CH:8][CH:9]=2)[CH:4]=[CH:3][CH:2]=1.CC1C=CC2C(=CC=CC=2)C=1.[CH:22]1[C:31]2[C:26](=[CH:27][CH:28]=[CH:29][CH:30]=2)[CH:25]=[CH:24][C:23]=1[OH:32]. (4) The reactants are: [C:1](/[N:3]=[C:4](\SC)/[NH:5][C:6]1[CH:11]=[C:10]([Cl:12])[C:9]([C:13]2[CH:18]=[CH:17][C:16]([O:19][CH2:20][CH2:21][CH2:22][C:23]#[N:24])=[CH:15][CH:14]=2)=[C:8]([Cl:25])[CH:7]=1)#[N:2].[NH2:28][NH2:29]. Given the product [NH2:2][C:1]1[NH:29][N:28]=[C:4]([NH:5][C:6]2[CH:11]=[C:10]([Cl:12])[C:9]([C:13]3[CH:18]=[CH:17][C:16]([O:19][CH2:20][CH2:21][CH2:22][C:23]#[N:24])=[CH:15][CH:14]=3)=[C:8]([Cl:25])[CH:7]=2)[N:3]=1, predict the reactants needed to synthesize it. (5) Given the product [CH3:3][O:4][C:5]1[CH:12]=[CH:11][C:8]([CH2:9][CH2:1][NH2:2])=[CH:7][CH:6]=1, predict the reactants needed to synthesize it. The reactants are: [CH3:1][NH2:2].[CH3:3][O:4][C:5]1[CH:12]=[CH:11][C:8]([CH:9]=O)=[CH:7][CH:6]=1.[BH4-].[Na+].Cl. (6) The reactants are: Cl.Cl[CH2:3][C:4]1[N:8]2[CH:9]=[CH:10][CH:11]=[CH:12][C:7]2=[N:6][C:5]=1[C:13]1[CH:18]=[CH:17][C:16]([Cl:19])=[CH:15][CH:14]=1.[NH:20]1[CH:25]=[CH:24][C:23](=[O:26])[NH:22][C:21]1=[O:27]. Given the product [Cl:19][C:16]1[CH:17]=[CH:18][C:13]([C:5]2[N:6]=[C:7]3[CH:12]=[CH:11][CH:10]=[CH:9][N:8]3[C:4]=2[CH2:3][N:20]2[CH:25]=[CH:24][C:23](=[O:26])[NH:22][C:21]2=[O:27])=[CH:14][CH:15]=1, predict the reactants needed to synthesize it.